Dataset: Reaction yield outcomes from USPTO patents with 853,638 reactions. Task: Predict the reaction yield, written as a fraction of the theoretical maximum amount of product (1.0 means a 100% yield; for example, 0.34 means a 34% yield). (1) The reactants are [C:1]([O:5][C:6](=[O:40])[NH:7][C:8]1([C:12]2[CH:17]=[CH:16][C:15]([C:18]3[C:27](=[O:28])[C:26]4[C:21](=[CH:22][C:23](C5NN=CC=5)=[CH:24][CH:25]=4)[O:20][C:19]=3[C:34]3[CH:39]=[CH:38][CH:37]=[CH:36][CH:35]=3)=[CH:14][CH:13]=2)[CH2:11][CH2:10][CH2:9]1)([CH3:4])([CH3:3])[CH3:2].C(OC(=O)NC1(C2C=CC(C3C(=O)C4C(=C(Br)C=CC=4)OC=3C3C=CC=CC=3)=CC=2)CCC1)(C)(C)C.[CH3:77][C:78]1[C:82](B(O)O)=[C:81]([CH3:86])[O:80][N:79]=1. No catalyst specified. The product is [C:1]([O:5][C:6](=[O:40])[NH:7][C:8]1([C:12]2[CH:13]=[CH:14][C:15]([C:18]3[C:27](=[O:28])[C:26]4[C:21](=[C:22]([C:82]5[C:78]([CH3:77])=[N:79][O:80][C:81]=5[CH3:86])[CH:23]=[CH:24][CH:25]=4)[O:20][C:19]=3[C:34]3[CH:39]=[CH:38][CH:37]=[CH:36][CH:35]=3)=[CH:16][CH:17]=2)[CH2:11][CH2:10][CH2:9]1)([CH3:3])([CH3:2])[CH3:4]. The yield is 0.310. (2) The reactants are [NH2:1][C:2]1[CH:7]=[C:6]([CH2:8][CH3:9])[C:5]([NH:10][S:11]([C:14]2[CH:19]=[CH:18][C:17]([CH3:20])=[CH:16][CH:15]=2)(=[O:13])=[O:12])=[C:4]([CH2:21][CH3:22])[CH:3]=1.Br[CH2:24][CH2:25][O:26][CH2:27][CH2:28]Br.C(N(CC)C(C)C)(C)C.CN1CCCC1. The catalyst is C(OCC)(=O)C. The product is [CH2:8]([C:6]1[CH:7]=[C:2]([N:1]2[CH2:28][CH2:27][O:26][CH2:25][CH2:24]2)[CH:3]=[C:4]([CH2:21][CH3:22])[C:5]=1[NH:10][S:11]([C:14]1[CH:19]=[CH:18][C:17]([CH3:20])=[CH:16][CH:15]=1)(=[O:13])=[O:12])[CH3:9]. The yield is 0.910.